This data is from Merck oncology drug combination screen with 23,052 pairs across 39 cell lines. The task is: Regression. Given two drug SMILES strings and cell line genomic features, predict the synergy score measuring deviation from expected non-interaction effect. (1) Drug 1: COc1cc(C2c3cc4c(cc3C(OC3OC5COC(C)OC5C(O)C3O)C3COC(=O)C23)OCO4)cc(OC)c1O. Drug 2: CS(=O)(=O)CCNCc1ccc(-c2ccc3ncnc(Nc4ccc(OCc5cccc(F)c5)c(Cl)c4)c3c2)o1. Cell line: OV90. Synergy scores: synergy=-14.6. (2) Drug 1: CS(=O)(=O)CCNCc1ccc(-c2ccc3ncnc(Nc4ccc(OCc5cccc(F)c5)c(Cl)c4)c3c2)o1. Drug 2: CCc1cnn2c(NCc3ccc[n+]([O-])c3)cc(N3CCCCC3CCO)nc12. Cell line: HCT116. Synergy scores: synergy=16.8. (3) Drug 1: COC12C(COC(N)=O)C3=C(C(=O)C(C)=C(N)C3=O)N1CC1NC12. Drug 2: O=C(O)C1(Cc2cccc(Nc3nccs3)n2)CCC(Oc2cccc(Cl)c2F)CC1. Cell line: UWB1289. Synergy scores: synergy=8.67.